Predict the reaction yield, written as a fraction of the theoretical maximum amount of product (1.0 means a 100% yield; for example, 0.34 means a 34% yield). From a dataset of Reaction yield outcomes from USPTO patents with 853,638 reactions. (1) The reactants are [CH3:1][C:2]1([CH3:24])[C:6]([C:7]2[CH:8]=[C:9]([CH:14]=[CH:15][C:16]=2[O:17]C2CCCCO2)[C:10]([O:12][CH3:13])=[O:11])=[CH:5][CH2:4][CH2:3]1.CC1C=CC(S([O-])(=O)=O)=CC=1.C1C=C[NH+]=CC=1. The catalyst is CO. The product is [CH3:1][C:2]1([CH3:24])[C:6]([C:7]2[CH:8]=[C:9]([CH:14]=[CH:15][C:16]=2[OH:17])[C:10]([O:12][CH3:13])=[O:11])=[CH:5][CH2:4][CH2:3]1. The yield is 0.900. (2) The reactants are [Br:1][C:2]1[CH:3]=[N:4][CH:5]=[C:6]([CH:10]=1)[C:7]([OH:9])=O.O.ON1C2C=CC=CC=2N=N1.Cl.CN(C)CCCN=C=NCC.C(N(CC)C(C)C)(C)C.[NH:43]1[C:47]2[CH:48]=[CH:49][CH:50]=[CH:51][C:46]=2[N:45]=[C:44]1[CH2:52][N:53]([CH:58]1[C:67]2[N:66]=[CH:65][CH:64]=[CH:63][C:62]=2[CH2:61][CH2:60][CH2:59]1)[CH2:54][CH2:55][CH2:56][NH2:57]. The catalyst is CN(C=O)C.C(OCC)(=O)C.O. The product is [NH:43]1[C:47]2[CH:48]=[CH:49][CH:50]=[CH:51][C:46]=2[N:45]=[C:44]1[CH2:52][N:53]([CH:58]1[C:67]2[N:66]=[CH:65][CH:64]=[CH:63][C:62]=2[CH2:61][CH2:60][CH2:59]1)[CH2:54][CH2:55][CH2:56][NH:57][C:7](=[O:9])[C:6]1[CH:10]=[C:2]([Br:1])[CH:3]=[N:4][CH:5]=1. The yield is 0.710. (3) The catalyst is C12(CS(O)(=O)=O)C(C)(C)C(CC1)CC2=O. The yield is 0.450. The product is [CH3:12][C:11]1([CH3:13])[N:7]2[C:6](=[O:8])[CH2:5][CH2:4][C@@H:3]2[CH2:2][O:1]1. The reactants are [OH:1][CH2:2][C@@H:3]1[NH:7][C:6](=[O:8])[CH2:5][CH2:4]1.CO[C:11](OC)([CH3:13])[CH3:12]. (4) The reactants are [C:1]([O:4][C:5]1[CH:6]=[C:7]2[C:12](=[CH:13][C:14]=1[O:15][CH3:16])[N:11]=[C:10]([C:17]1[CH:22]=[CH:21][C:20]([C:23]3[CH:28]=[CH:27][CH:26]=[CH:25][CH:24]=3)=[C:19]([F:29])[CH:18]=1)[N:9]=[C:8]2Cl)(=[O:3])[CH3:2].[NH2:31][C:32]1[CH:33]=[C:34]2[C:38](=[CH:39][CH:40]=1)[N:37]([C:41]([O:43][C:44]([CH3:47])([CH3:46])[CH3:45])=[O:42])[N:36]=[CH:35]2. The catalyst is CC(O)C. The product is [C:1]([O:4][C:5]1[CH:6]=[C:7]2[C:12](=[CH:13][C:14]=1[O:15][CH3:16])[N:11]=[C:10]([C:17]1[CH:22]=[CH:21][C:20]([C:23]3[CH:28]=[CH:27][CH:26]=[CH:25][CH:24]=3)=[C:19]([F:29])[CH:18]=1)[N:9]=[C:8]2[NH:31][C:32]1[CH:33]=[C:34]2[C:38](=[CH:39][CH:40]=1)[N:37]([C:41]([O:43][C:44]([CH3:47])([CH3:46])[CH3:45])=[O:42])[N:36]=[CH:35]2)(=[O:3])[CH3:2]. The yield is 0.590. (5) The reactants are [CH2:1]([O:8][CH2:9][C:10]([NH:12][C@H:13]1[C@@H:19]([OH:20])[C@H:18]([OH:21])[C@@H:17]([CH2:22][OH:23])[O:16][CH:14]1[OH:15])=[O:11])[C:2]1[CH:7]=[CH:6][CH:5]=[CH:4][CH:3]=1.C(O[C:28](=[O:30])[CH3:29])(=O)C. The catalyst is N1C=CC=CC=1.CN(C1C=CN=CC=1)C.C(Cl)Cl. The product is [C:1]([O:15][CH:14]1[O:16][C@H:17]([CH2:22][O:23][C:28](=[O:30])[CH3:29])[C@@H:18]([O:21][C:14](=[O:15])[CH3:13])[C@H:19]([O:20][C:10](=[O:11])[CH3:9])[C@@H:13]1[NH:12][C:10](=[O:11])[CH2:9][O:8][CH2:1][C:2]1[CH:7]=[CH:6][CH:5]=[CH:4][CH:3]=1)(=[O:8])[CH3:2]. The yield is 0.960. (6) The reactants are [O:1]1[C:3]2([CH2:8][CH2:7][N:6]([C:9]3[CH:14]=[CH:13][C:12]([N:15]4[CH2:19][C@H:18]([CH2:20][NH:21][C:22](=[O:24])[CH3:23])[O:17][C:16]4=[O:25])=[CH:11][C:10]=3[F:26])[CH2:5][CH2:4]2)[CH2:2]1.[C-]#N.[K+].[CH3:30][N:31](C)C=O. The catalyst is CO. The product is [C:30]([CH2:2][C:3]1([OH:1])[CH2:8][CH2:7][N:6]([C:9]2[CH:14]=[CH:13][C:12]([N:15]3[CH2:19][C@H:18]([CH2:20][NH:21][C:22](=[O:24])[CH3:23])[O:17][C:16]3=[O:25])=[CH:11][C:10]=2[F:26])[CH2:5][CH2:4]1)#[N:31]. The yield is 0.510.